Dataset: Forward reaction prediction with 1.9M reactions from USPTO patents (1976-2016). Task: Predict the product of the given reaction. (1) Given the reactants [O:1]=[C:2]1[C:7]([C:8]#[N:9])=[CH:6][CH:5]=[CH:4][NH:3]1.[NH4+]=[S:11], predict the reaction product. The product is: [O:1]=[C:2]1[C:7]([C:8](=[S:11])[NH2:9])=[CH:6][CH:5]=[CH:4][NH:3]1. (2) Given the reactants NC1C=C(O)C(=CC=1)C(O)=O.S(=O)(=O)(O)O.S(=O)(=O)(O)O.[NH2:22][C:23]1[CH:24]=[C:25]([OH:33])[C:26](=[CH:31][CH:32]=1)[C:27]([O:29][CH3:30])=[O:28], predict the reaction product. The product is: [NH2:22][C:23]1[CH:24]=[C:25]([OH:33])[C:26](=[CH:31][CH:32]=1)[C:27]([O:29][CH3:30])=[O:28]. (3) Given the reactants C(OC([N:8]([CH2:13][CH:14]1[CH2:19][CH2:18][CH2:17][CH2:16][CH2:15]1)[N:9]=C(C)C)=O)(C)(C)C.[ClH:20], predict the reaction product. The product is: [ClH:20].[ClH:20].[CH:14]1([CH2:13][NH:8][NH2:9])[CH2:19][CH2:18][CH2:17][CH2:16][CH2:15]1. (4) Given the reactants [S:1]1[CH:5]=[CH:4][C:3]2[CH:6]=[CH:7][CH:8]=[C:9]([CH:10]=O)[C:2]1=2.[NH2:12][C:13]1[CH:17]=[CH:16][NH:15][N:14]=1.O=[C:19]([CH2:26][CH2:27][CH3:28])[CH2:20][C:21]([O:23][CH2:24][CH3:25])=[O:22], predict the reaction product. The product is: [S:1]1[CH:5]=[CH:4][C:3]2[CH:6]=[CH:7][CH:8]=[C:9]([CH:10]3[C:20]([C:21]([O:23][CH2:24][CH3:25])=[O:22])=[C:19]([CH2:26][CH2:27][CH3:28])[NH:12][C:13]4=[N:14][NH:15][CH:16]=[C:17]34)[C:2]1=2. (5) Given the reactants [C:1]1([CH3:9])[CH:6]=[CH:5][C:4]([CH:7]=O)=[CH:3][CH:2]=1.[CH3:10][CH:11]([CH3:15])[C:12](=[O:14])[CH3:13].[OH-].[Ba+2].[OH-], predict the reaction product. The product is: [CH3:10][CH:11]([CH3:15])[C:12](=[O:14])/[CH:13]=[CH:7]/[C:4]1[CH:5]=[CH:6][C:1]([CH3:9])=[CH:2][CH:3]=1. (6) Given the reactants Br[C:2]1[S:3][CH:4]=[CH:5][CH:6]=1.C([Li])CCC.[NH2:12][C:13]1[CH:24]=[CH:23][C:22]([O:25][Si:26]([C:29]([CH3:32])([CH3:31])[CH3:30])([CH3:28])[CH3:27])=[CH:21][C:14]=1[C:15](N(OC)C)=[O:16].Cl, predict the reaction product. The product is: [NH2:12][C:13]1[CH:24]=[CH:23][C:22]([O:25][Si:26]([C:29]([CH3:30])([CH3:31])[CH3:32])([CH3:28])[CH3:27])=[CH:21][C:14]=1[C:15]([C:2]1[S:3][CH:4]=[CH:5][CH:6]=1)=[O:16].